This data is from Full USPTO retrosynthesis dataset with 1.9M reactions from patents (1976-2016). The task is: Predict the reactants needed to synthesize the given product. (1) Given the product [CH3:26][O:27][C:28]([C:30]1[CH2:31][N:32]([C:44]([O:46][C:47]([CH3:50])([CH3:49])[CH3:48])=[O:45])[CH2:33][CH2:34][C:35]=1[C:7]1[CH:12]=[N:11][C:10]([O:13][CH2:14][CH2:15][O:16][C:17]2[C:22]([Cl:23])=[CH:21][C:20]([CH3:24])=[CH:19][C:18]=2[Cl:25])=[CH:9][CH:8]=1)=[O:29], predict the reactants needed to synthesize it. The reactants are: [Li]CCCC.Br[C:7]1[CH:8]=[CH:9][C:10]([O:13][CH2:14][CH2:15][O:16][C:17]2[C:22]([Cl:23])=[CH:21][C:20]([CH3:24])=[CH:19][C:18]=2[Cl:25])=[N:11][CH:12]=1.[CH3:26][O:27][C:28]([C:30]1[CH2:31][N:32]([C:44]([O:46][C:47]([CH3:50])([CH3:49])[CH3:48])=[O:45])[CH2:33][CH2:34][C:35]=1OS(C(F)(F)F)(=O)=O)=[O:29].[NH4+].[Cl-]. (2) Given the product [CH3:14][N:15]([CH3:16])[C:9]([C:8]1[CH:12]=[CH:13][C:5]([C:3]([O:2][CH3:1])=[O:4])=[CH:6][CH:7]=1)=[O:10], predict the reactants needed to synthesize it. The reactants are: [CH3:1][O:2][C:3]([C:5]1[CH:13]=[CH:12][C:8]([C:9](O)=[O:10])=[CH:7][CH:6]=1)=[O:4].[CH3:14][N:15](C(ON1N=NC2C=CC=NC1=2)=[N+](C)C)[CH3:16].F[P-](F)(F)(F)(F)F.CNC.C(N(CC)CC)C. (3) Given the product [C:19]1([CH3:23])[CH:20]=[CH:21][C:22]([C:2]#[C:1][C:3]2[CH:8]=[CH:7][C:6]([CH:9]3[CH2:11][CH:10]3[C:12]([O:14][CH3:15])=[O:13])=[CH:5][CH:4]=2)=[CH:17][CH:18]=1, predict the reactants needed to synthesize it. The reactants are: [C:1]([C:3]1[CH:8]=[CH:7][C:6]([CH:9]2[CH2:11][CH:10]2[C:12]([O:14][CH3:15])=[O:13])=[CH:5][CH:4]=1)#[CH:2].I[C:17]1[CH:22]=[CH:21][CH:20]=[C:19]([CH3:23])[CH:18]=1. (4) Given the product [CH3:1][O:2][C:3](=[O:25])[C:4](=[C:5]1[C:9](=[O:10])[N:8]([C:11]2[CH:16]=[CH:15][CH:14]=[CH:13][C:12]=2[O:17][CH3:18])[N:7]=[C:6]1[CH3:19])[C:20]([F:23])([F:21])[F:22], predict the reactants needed to synthesize it. The reactants are: [CH3:1][O:2][C:3](=[O:25])[C:4](O)([C:20]([F:23])([F:22])[F:21])[C:5]1[C:9](=[O:10])[N:8]([C:11]2[CH:16]=[CH:15][CH:14]=[CH:13][C:12]=2[O:17][CH3:18])[NH:7][C:6]=1[CH3:19].S(Cl)(Cl)=O. (5) Given the product [CH3:20][O:21][C:22]1[CH:27]=[CH:26][C:25]([N:28]2[CH:11]=[C:4]([C:5]([O:7][CH3:8])=[O:6])[C:3]([CH:2]([CH3:10])[CH3:1])=[N:29]2)=[CH:24][CH:23]=1, predict the reactants needed to synthesize it. The reactants are: [CH3:1][CH:2]([CH3:10])[C:3](=O)[CH2:4][C:5]([O:7][CH3:8])=[O:6].[CH3:11]OC(OC)N(C)C.Cl.[CH3:20][O:21][C:22]1[CH:27]=[CH:26][C:25]([NH:28][NH2:29])=[CH:24][CH:23]=1. (6) Given the product [CH3:30][C@H:20]1[CH2:21][N:22]2[C:23](=[O:29])[N:24]=[C:25]([O:11][CH2:10][C:4]3[CH:3]=[C:2]([F:1])[C:7]([F:8])=[C:6]([F:9])[CH:5]=3)[CH:26]=[C:27]2[NH:19]1, predict the reactants needed to synthesize it. The reactants are: [F:1][C:2]1[CH:3]=[C:4]([CH2:10][OH:11])[CH:5]=[C:6]([F:9])[C:7]=1[F:8].C(OC([N:19]1[C:27]2[N:22]([C:23](=[O:29])[N:24]=[C:25](Cl)[CH:26]=2)[CH2:21][C@@H:20]1[CH3:30])=O)(C)(C)C. (7) Given the product [Cl:1][C:2]1[CH:7]=[C:6]([F:8])[C:5]([CH:18]=[O:19])=[C:4]([F:9])[CH:3]=1, predict the reactants needed to synthesize it. The reactants are: [Cl:1][C:2]1[CH:7]=[C:6]([F:8])[CH:5]=[C:4]([F:9])[CH:3]=1.C([Li])CCC.CN([CH:18]=[O:19])C.Cl. (8) Given the product [Cl:16][C:11]1[CH:10]=[C:9]([NH:8][C:6]2[N:5]=[C:4]([NH:17][CH:18]3[CH2:23][CH2:22][O:21][CH2:20][CH2:19]3)[N:3]=[C:2]([O:27][CH2:26][C:25]([F:29])([F:28])[F:24])[N:7]=2)[CH:14]=[CH:13][C:12]=1[F:15], predict the reactants needed to synthesize it. The reactants are: Cl[C:2]1[N:7]=[C:6]([NH:8][C:9]2[CH:14]=[CH:13][C:12]([F:15])=[C:11]([Cl:16])[CH:10]=2)[N:5]=[C:4]([NH:17][CH:18]2[CH2:23][CH2:22][O:21][CH2:20][CH2:19]2)[N:3]=1.[F:24][C:25]([F:29])([F:28])[CH2:26][OH:27].C([O-])([O-])=O.[K+].[K+].CS(C)=O. (9) Given the product [CH3:1][C:2]1[NH:6][N:5]=[C:4]([N:7]2[C:11](=[O:12])[C:10]3[C:9](=[CH:17][CH:16]=[CH:15][CH:14]=3)[C:8]2=[O:13])[CH:3]=1, predict the reactants needed to synthesize it. The reactants are: [CH3:1][C:2]1[NH:6][N:5]=[C:4]([NH2:7])[CH:3]=1.[C:8]1(=O)[O:13][C:11](=[O:12])[C:10]2=[CH:14][CH:15]=[CH:16][CH:17]=[C:9]12. (10) Given the product [N+:25]([C:18]1[C:19]2[C:24](=[CH:23][CH:22]=[CH:21][CH:20]=2)[C:15]([O:11][C:8]([C:6]2[CH:5]=[CH:4][N:3]=[C:2]([NH2:1])[CH:7]=2)([CH3:9])[CH3:10])=[CH:16][CH:17]=1)([O-:27])=[O:26], predict the reactants needed to synthesize it. The reactants are: [NH2:1][C:2]1[CH:7]=[C:6]([C:8]([OH:11])([CH3:10])[CH3:9])[CH:5]=[CH:4][N:3]=1.[H-].[Na+].F[C:15]1[C:24]2[C:19](=[CH:20][CH:21]=[CH:22][CH:23]=2)[C:18]([N+:25]([O-:27])=[O:26])=[CH:17][CH:16]=1.